This data is from Reaction yield outcomes from USPTO patents with 853,638 reactions. The task is: Predict the reaction yield, written as a fraction of the theoretical maximum amount of product (1.0 means a 100% yield; for example, 0.34 means a 34% yield). The reactants are [CH3:1][O:2][C:3]1[N:4]=[N:5][C:6]([S:9][C:10]2[NH:11][C:12]3[C:17]([CH:18]=2)=[CH:16][CH:15]=[CH:14][CH:13]=3)=[CH:7][CH:8]=1.[Cl:19]N1C(=O)CCC1=O. The catalyst is CO. The product is [CH3:1][O:2][C:3]1[N:4]=[N:5][C:6]([S:9][C:10]2[NH:11][C:12]3[C:17]([C:18]=2[Cl:19])=[CH:16][CH:15]=[CH:14][CH:13]=3)=[CH:7][CH:8]=1. The yield is 0.400.